Dataset: Forward reaction prediction with 1.9M reactions from USPTO patents (1976-2016). Task: Predict the product of the given reaction. Given the reactants Cl.[O:2]1[CH2:7][CH2:6][CH:5]([C:8]2[N:9](S(N(C)C)(=O)=O)[C:10]([CH:13]=[O:14])=[CH:11][N:12]=2)[CH2:4][CH2:3]1.C([O-])(O)=O.[Na+], predict the reaction product. The product is: [O:2]1[CH2:3][CH2:4][CH:5]([C:8]2[NH:9][C:10]([CH:13]=[O:14])=[CH:11][N:12]=2)[CH2:6][CH2:7]1.